Dataset: Catalyst prediction with 721,799 reactions and 888 catalyst types from USPTO. Task: Predict which catalyst facilitates the given reaction. (1) Reactant: [NH2:1][C:2]1[C:7]([C:8]([F:11])([F:10])[F:9])=[CH:6][C:5]([CH:12]2[O:14][CH2:13]2)=[CH:4][C:3]=1[Cl:15].[C:16]([NH2:20])([CH3:19])([CH3:18])[CH3:17]. Product: [NH2:1][C:2]1[C:7]([C:8]([F:11])([F:10])[F:9])=[CH:6][C:5]([CH:12]([NH:20][C:16]([CH3:19])([CH3:18])[CH3:17])[CH2:13][OH:14])=[CH:4][C:3]=1[Cl:15]. The catalyst class is: 8. (2) Reactant: [C:1]([C:3]([C:14](=[O:29])[N:15]([CH:26]([CH3:28])[CH3:27])[C:16]1[CH:25]=[CH:24][C:19]2[N:20]=[C:21]([SH:23])[S:22][C:18]=2[CH:17]=1)=[CH:4][C:5]1[CH:13]=[CH:12][C:8]([C:9]([OH:11])=O)=[CH:7][CH:6]=1)#[N:2].[CH2:30]([NH2:34])[CH:31]([CH3:33])[CH3:32].CN(C(ON1N=NC2C=CC=NC1=2)=[N+](C)C)C.F[P-](F)(F)(F)(F)F.C(N(CC)C(C)C)(C)C. Product: [CH2:30]([NH:34][C:9](=[O:11])[C:8]1[CH:7]=[CH:6][C:5]([CH:4]=[C:3]([C:1]#[N:2])[C:14](=[O:29])[N:15]([CH:26]([CH3:27])[CH3:28])[C:16]2[CH:25]=[CH:24][C:19]3[N:20]=[C:21]([SH:23])[S:22][C:18]=3[CH:17]=2)=[CH:13][CH:12]=1)[CH:31]([CH3:33])[CH3:32]. The catalyst class is: 1. (3) Reactant: [CH:1]1([CH2:4][O:5][C:6]2[N:11]=[CH:10][C:9]([NH:12][S:13]([CH2:16][CH3:17])(=[O:15])=[O:14])=[CH:8][C:7]=2B2OC(C)(C)C(C)(C)O2)[CH2:3][CH2:2]1.Br[C:28]1[C:29]2[CH:38]=[CH:37][O:36][C:30]=2[C:31](=[O:35])[N:32]([CH3:34])[CH:33]=1.[O-]P([O-])([O-])=O.[K+].[K+].[K+]. Product: [CH:1]1([CH2:4][O:5][C:6]2[N:11]=[CH:10][C:9]([NH:12][S:13]([CH2:16][CH3:17])(=[O:14])=[O:15])=[CH:8][C:7]=2[C:28]2[C:29]3[CH:38]=[CH:37][O:36][C:30]=3[C:31](=[O:35])[N:32]([CH3:34])[CH:33]=2)[CH2:2][CH2:3]1. The catalyst class is: 117. (4) Reactant: [H-].[Na+].[CH2:3]([OH:5])[CH3:4].[Cl:6][C:7]1[CH:23]=[C:22]([Cl:24])[CH:21]=[CH:20][C:8]=1[CH2:9][NH:10][C:11](=[O:19])[C:12]1[CH:17]=[CH:16][N:15]=[C:14](F)[CH:13]=1. Product: [Cl:6][C:7]1[CH:23]=[C:22]([Cl:24])[CH:21]=[CH:20][C:8]=1[CH2:9][NH:10][C:11](=[O:19])[C:12]1[CH:17]=[CH:16][N:15]=[C:14]([O:5][CH2:3][CH3:4])[CH:13]=1. The catalyst class is: 80.